This data is from Full USPTO retrosynthesis dataset with 1.9M reactions from patents (1976-2016). The task is: Predict the reactants needed to synthesize the given product. (1) Given the product [C:25]([O:29][C:30]([N:8]1[C:9]2[C:5](=[CH:4][CH:3]=[C:2]([Cl:1])[CH:10]=2)/[C:6](=[CH:12]/[C:13]2[CH:18]=[C:17]([Cl:19])[CH:16]=[CH:15][C:14]=2[O:20][CH2:21][S:22]([CH3:24])=[O:23])/[C:7]1=[O:11])=[O:31])([CH3:28])([CH3:27])[CH3:26], predict the reactants needed to synthesize it. The reactants are: [Cl:1][C:2]1[CH:10]=[C:9]2[C:5](/[C:6](=[CH:12]/[C:13]3[CH:18]=[C:17]([Cl:19])[CH:16]=[CH:15][C:14]=3[O:20][CH2:21][S:22]([CH3:24])=[O:23])/[C:7](=[O:11])[NH:8]2)=[CH:4][CH:3]=1.[C:25]([O:29][C:30](O[C:30]([O:29][C:25]([CH3:28])([CH3:27])[CH3:26])=[O:31])=[O:31])([CH3:28])([CH3:27])[CH3:26]. (2) Given the product [O:1]1[C:5]2([CH2:10][CH2:9][N:8]([C:11]#[N:13])[CH2:7][CH2:6]2)[O:4][CH2:3][CH2:2]1, predict the reactants needed to synthesize it. The reactants are: [O:1]1[C:5]2([CH2:10][CH2:9][NH:8][CH2:7][CH2:6]2)[O:4][CH2:3][CH2:2]1.[CH2:11]([N:13](C(C)C)C(C)C)C.O. (3) The reactants are: [F:1][C:2]1[CH:7]=[C:6]([O:8][CH3:9])[CH:5]=[CH:4][C:3]=1[C:10]1[C:11]2[N:12]([N:16]=[C:17]([NH:19][C:20]3[CH:25]=[CH:24][C:23]([CH:26]4[CH2:31][CH2:30][NH:29][CH2:28][CH2:27]4)=[CH:22][CH:21]=3)[N:18]=2)[CH:13]=[CH:14][CH:15]=1.Cl[CH2:33][C:34]([N:36]([CH3:38])[CH3:37])=[O:35]. Given the product [F:1][C:2]1[CH:7]=[C:6]([O:8][CH3:9])[CH:5]=[CH:4][C:3]=1[C:10]1[C:11]2[N:12]([N:16]=[C:17]([NH:19][C:20]3[CH:25]=[CH:24][C:23]([CH:26]4[CH2:27][CH2:28][N:29]([CH2:33][C:34]([N:36]([CH3:38])[CH3:37])=[O:35])[CH2:30][CH2:31]4)=[CH:22][CH:21]=3)[N:18]=2)[CH:13]=[CH:14][CH:15]=1, predict the reactants needed to synthesize it. (4) The reactants are: [Cl:1][C:2]1[CH:3]=[CH:4][C:5]([O:29][CH:30]([F:32])[F:31])=[C:6]([C:8]2[C:12]([NH:13][C:14]([C:16]3[CH:17]=[N:18][N:19]4[CH:24]=[CH:23][CH:22]=[N:21][C:20]=34)=[O:15])=[CH:11][N:10]([CH2:25][C:26](O)=[O:27])[N:9]=2)[CH:7]=1.CN(C(ON1N=NC2C=CC=NC1=2)=[N+](C)C)C.F[P-](F)(F)(F)(F)F.CCN(C(C)C)C(C)C.Cl.[NH:67]1[CH2:72][CH2:71][CH:70]([N:73]2[CH2:78][CH2:77][O:76][CH2:75][CH2:74]2)[CH2:69][CH2:68]1. Given the product [Cl:1][C:2]1[CH:3]=[CH:4][C:5]([O:29][CH:30]([F:32])[F:31])=[C:6]([C:8]2[C:12]([NH:13][C:14]([C:16]3[CH:17]=[N:18][N:19]4[CH:24]=[CH:23][CH:22]=[N:21][C:20]=34)=[O:15])=[CH:11][N:10]([CH2:25][C:26]([N:67]3[CH2:72][CH2:71][CH:70]([N:73]4[CH2:78][CH2:77][O:76][CH2:75][CH2:74]4)[CH2:69][CH2:68]3)=[O:27])[N:9]=2)[CH:7]=1, predict the reactants needed to synthesize it.